Regression/Classification. Given a drug SMILES string, predict its absorption, distribution, metabolism, or excretion properties. Task type varies by dataset: regression for continuous measurements (e.g., permeability, clearance, half-life) or binary classification for categorical outcomes (e.g., BBB penetration, CYP inhibition). For this dataset (solubility_aqsoldb), we predict Y. From a dataset of Aqueous solubility values for 9,982 compounds from the AqSolDB database. (1) The drug is O=S(=O)(O)CS(=O)(=O)O. The Y is 0.754 log mol/L. (2) The drug is CCC(C)C(C)=O. The Y is -0.680 log mol/L. (3) The drug is O=[Ni]. The Y is -4.52 log mol/L. (4) The molecule is Clc1cc(Cl)c(-c2ccc(Cl)c(Cl)c2Cl)cc1Cl. The Y is -8.38 log mol/L. (5) The molecule is CCOc1cc(C=O)ccc1O. The Y is -1.76 log mol/L. (6) The drug is CCCCCc1c2ccccc2cc2c1ccc1ccccc12. The Y is -8.57 log mol/L. (7) The molecule is COc1ccccc1C. The Y is -2.69 log mol/L.